This data is from Full USPTO retrosynthesis dataset with 1.9M reactions from patents (1976-2016). The task is: Predict the reactants needed to synthesize the given product. (1) Given the product [C:1]1([C:7]2[CH:11]=[CH:10][NH:9][C:8]=2[C:12]([NH:14][NH:15][C:26]([O:28][CH3:29])=[O:27])=[O:13])[CH:2]=[CH:3][CH:4]=[CH:5][CH:6]=1, predict the reactants needed to synthesize it. The reactants are: [C:1]1([C:7]2[CH:11]=[CH:10][NH:9][C:8]=2[C:12]([NH:14][NH2:15])=[O:13])[CH:6]=[CH:5][CH:4]=[CH:3][CH:2]=1.CCN(C(C)C)C(C)C.Cl[C:26]([O:28][CH3:29])=[O:27]. (2) Given the product [C:18]([O:22][C:23]([N:25]1[CH2:29][CH2:28][CH2:27][CH:26]1[CH2:30][O:17][C:8]([C:5]1[CH:4]=[CH:3][C:2]([NH2:1])=[CH:7][CH:6]=1)([C:9]([F:10])([F:11])[F:12])[C:13]([F:14])([F:15])[F:16])=[O:24])([CH3:21])([CH3:19])[CH3:20], predict the reactants needed to synthesize it. The reactants are: [NH2:1][C:2]1[CH:7]=[CH:6][C:5]([C:8]([OH:17])([C:13]([F:16])([F:15])[F:14])[C:9]([F:12])([F:11])[F:10])=[CH:4][CH:3]=1.[C:18]([O:22][C:23]([N:25]1[CH2:29][CH2:28][CH2:27][CH:26]1[CH2:30]O)=[O:24])([CH3:21])([CH3:20])[CH3:19].C1C=CC(P(C2C=CC=CC=2)C2C=CC=CC=2)=CC=1.CCOC(/N=N/C(OCC)=O)=O. (3) Given the product [ClH:44].[CH2:20]([N:22]1[C:26]([CH3:27])=[C:25]([CH2:28][N:17]2[CH2:16][CH2:15][N:14]([C:9]3[C:8]([C:5]4[CH:6]=[CH:7][C:2]([F:1])=[CH:3][CH:4]=4)=[N:13][CH:12]=[CH:11][N:10]=3)[CH2:19][CH2:18]2)[CH:24]=[N:23]1)[CH3:21], predict the reactants needed to synthesize it. The reactants are: [F:1][C:2]1[CH:7]=[CH:6][C:5]([C:8]2[C:9]([N:14]3[CH2:19][CH2:18][NH:17][CH2:16][CH2:15]3)=[N:10][CH:11]=[CH:12][N:13]=2)=[CH:4][CH:3]=1.[CH2:20]([N:22]1[C:26]([CH3:27])=[C:25]([CH:28]=O)[CH:24]=[N:23]1)[CH3:21].C(O[BH-](OC(=O)C)OC(=O)C)(=O)C.[Na+].[Cl:44]CCCl. (4) Given the product [F:1][C:2]1[CH:7]=[CH:6][CH:5]=[C:4]([F:8])[C:3]=1[C:9]1[O:10][CH2:11][CH:12]([C:14]2[CH:19]=[CH:18][C:17]([C:28]3[CH:29]=[CH:30][C:25]([O:24][CH2:21][CH2:22][CH3:23])=[N:26][CH:27]=3)=[CH:16][CH:15]=2)[N:13]=1, predict the reactants needed to synthesize it. The reactants are: [F:1][C:2]1[CH:7]=[CH:6][CH:5]=[C:4]([F:8])[C:3]=1[C:9]1[O:10][CH2:11][CH:12]([C:14]2[CH:19]=[CH:18][C:17](Br)=[CH:16][CH:15]=2)[N:13]=1.[CH2:21]([O:24][C:25]1[CH:30]=[CH:29][C:28]([Sn](C)(C)C)=[CH:27][N:26]=1)[CH2:22][CH3:23].[Cl-].[Li+].